This data is from Forward reaction prediction with 1.9M reactions from USPTO patents (1976-2016). The task is: Predict the product of the given reaction. Given the reactants C[O:2][C:3]1[CH:8]=[CH:7][C:6]([C:9]2[S:13][C:12]([CH:14]=[C:15]3[CH2:20][CH2:19][CH2:18][N:17]=[C:16]3[C:21]3[CH:22]=[N:23][CH:24]=[CH:25][CH:26]=3)=[CH:11][CH:10]=2)=[CH:5][CH:4]=1.B(Br)(Br)[Br:28], predict the reaction product. The product is: [BrH:28].[BrH:28].[N:17]1[CH2:18][CH2:19][CH2:20][C:15](=[CH:14][C:12]2[S:13][C:9]([C:6]3[CH:7]=[CH:8][C:3]([OH:2])=[CH:4][CH:5]=3)=[CH:10][CH:11]=2)[C:16]=1[C:21]1[CH:22]=[N:23][CH:24]=[CH:25][CH:26]=1.